Dataset: Catalyst prediction with 721,799 reactions and 888 catalyst types from USPTO. Task: Predict which catalyst facilitates the given reaction. Reactant: [I:1][C:2]1[CH:11]=[CH:10][CH:9]=[C:8]2[C:3]=1[CH:4]=[CH:5][CH:6]=[C:7]2[OH:12].[CH2:13](O)[CH2:14][CH2:15][CH2:16][CH2:17][CH2:18][CH3:19].C1C=CC(P(C2C=CC=CC=2)C2C=CC=CC=2)=CC=1.CC(OC(/N=N/C(OC(C)C)=O)=O)C.N#N. Product: [CH2:13]([O:12][C:7]1[C:8]2[C:3](=[C:2]([I:1])[CH:11]=[CH:10][CH:9]=2)[CH:4]=[CH:5][CH:6]=1)[CH2:14][CH2:15][CH2:16][CH2:17][CH2:18][CH3:19]. The catalyst class is: 11.